This data is from Full USPTO retrosynthesis dataset with 1.9M reactions from patents (1976-2016). The task is: Predict the reactants needed to synthesize the given product. (1) Given the product [CH3:26][C:23]1[C:22]([CH2:27][CH2:28][O:29][CH:31]([C:33]2[CH:38]=[CH:37][CH:36]=[CH:35][CH:34]=2)[CH3:32])=[C:21]([C:18]2[CH:19]=[CH:20][C:15]([C:12]3[CH:13]=[CH:14][C:9]([C:6]4([C:4]([OH:3])=[O:5])[CH2:8][CH2:7]4)=[CH:10][CH:11]=3)=[CH:16][CH:17]=2)[O:25][N:24]=1, predict the reactants needed to synthesize it. The reactants are: C([O:3][C:4]([C:6]1([C:9]2[CH:14]=[CH:13][C:12]([C:15]3[CH:20]=[CH:19][C:18]([C:21]4[O:25][N:24]=[C:23]([CH3:26])[C:22]=4[CH2:27][CH2:28][OH:29])=[CH:17][CH:16]=3)=[CH:11][CH:10]=2)[CH2:8][CH2:7]1)=[O:5])C.Br[CH:31]([C:33]1[CH:38]=[CH:37][CH:36]=[CH:35][CH:34]=1)[CH3:32]. (2) Given the product [CH3:1][O:2][C:3]1[CH:4]=[CH:5][C:6]([C:9]2[O:13][C:12]([NH:14][C:15]3[CH:20]=[CH:19][CH:18]=[CH:17][CH:16]=3)=[N:11][C:10]=2[C:21]([OH:23])=[O:22])=[CH:7][CH:8]=1, predict the reactants needed to synthesize it. The reactants are: [CH3:1][O:2][C:3]1[CH:8]=[CH:7][C:6]([C:9]2[O:13][C:12]([NH:14][C:15]3[CH:20]=[CH:19][CH:18]=[CH:17][CH:16]=3)=[N:11][C:10]=2[C:21]([O:23]CC)=[O:22])=[CH:5][CH:4]=1.[OH-].[K+]. (3) Given the product [Cl:24][C:25]1[C:26]([F:38])=[C:27]([C:28]2[O:15][N:14]=[C:13]([CH2:12][N:8]3[C:9]4[C:5](=[C:4]([C:20]([F:22])([F:23])[F:21])[C:3]([C:1]#[N:2])=[CH:11][CH:10]=4)[CH:6]=[C:7]3[CH2:17][CH2:18][CH3:19])[N:16]=2)[CH:31]=[C:32]([C:34]([F:36])([F:37])[F:35])[CH:33]=1, predict the reactants needed to synthesize it. The reactants are: [C:1]([C:3]1[C:4]([C:20]([F:23])([F:22])[F:21])=[C:5]2[C:9](=[CH:10][CH:11]=1)[N:8]([CH2:12][C:13](=[NH:16])[NH:14][OH:15])[C:7]([CH2:17][CH2:18][CH3:19])=[CH:6]2)#[N:2].[Cl:24][C:25]1[C:26]([F:38])=[C:27]([CH:31]=[C:32]([C:34]([F:37])([F:36])[F:35])[CH:33]=1)[C:28](Cl)=O.C(N(CC)C(C)C)(C)C. (4) The reactants are: [NH2:1][C@H:2]([CH:6]([CH3:8])[CH3:7])[C:3]([OH:5])=[O:4].C(=O)(O)[O-].[Na+].[C:14](O[C:14]([O:16][C:17]([CH3:20])([CH3:19])[CH3:18])=[O:15])([O:16][C:17]([CH3:20])([CH3:19])[CH3:18])=[O:15]. Given the product [C:17]([O:16][C:14]([NH:1][C@H:2]([CH:6]([CH3:8])[CH3:7])[C:3]([OH:5])=[O:4])=[O:15])([CH3:20])([CH3:19])[CH3:18], predict the reactants needed to synthesize it. (5) Given the product [Br:1][C:2]1[CH:3]=[C:4]2[C:9](=[CH:10][C:11]=1[Cl:12])[C:8]([Cl:25])=[N:7][CH:6]=[CH:5]2, predict the reactants needed to synthesize it. The reactants are: [Br:1][C:2]1[CH:3]=[C:4]2[C:9](=[CH:10][C:11]=1[Cl:12])[CH:8]=[N+:7]([O-])[CH:6]=[CH:5]2.BrC1C=C2C(=CC=1)C([Cl:25])=NC=C2. (6) Given the product [CH:14]1([CH:2]([NH:20][C:21]2[CH:22]=[CH:23][C:24]([C:27]([N:29]([CH3:37])[CH2:30][CH2:31][C:32]([O:34][CH2:35][CH3:36])=[O:33])=[O:28])=[CH:25][CH:26]=2)[C:3]2[O:4][C:5]3[CH:12]=[CH:11][C:10]([CH3:13])=[CH:9][C:6]=3[C:7]=2[CH3:8])[CH2:19][CH2:18][CH2:17][CH2:16][CH2:15]1, predict the reactants needed to synthesize it. The reactants are: Cl[CH:2]([CH:14]1[CH2:19][CH2:18][CH2:17][CH2:16][CH2:15]1)[C:3]1[O:4][C:5]2[CH:12]=[CH:11][C:10]([CH3:13])=[CH:9][C:6]=2[C:7]=1[CH3:8].[NH2:20][C:21]1[CH:26]=[CH:25][C:24]([C:27]([N:29]([CH3:37])[CH2:30][CH2:31][C:32]([O:34][CH2:35][CH3:36])=[O:33])=[O:28])=[CH:23][CH:22]=1.[I-].[Na+].C(=O)([O-])[O-].[Na+].[Na+].Cl.